This data is from Reaction yield outcomes from USPTO patents with 853,638 reactions. The task is: Predict the reaction yield, written as a fraction of the theoretical maximum amount of product (1.0 means a 100% yield; for example, 0.34 means a 34% yield). (1) The reactants are [C:1]([O:5][C:6]([N:8]1[CH2:13][CH:12]([O:14][Si:15]([C:18]([CH3:21])([CH3:20])[CH3:19])([CH3:17])[CH3:16])[CH2:11][CH:10]([C:22]([OH:24])=O)[CH2:9]1)=[O:7])([CH3:4])([CH3:3])[CH3:2].[Cl:25][C:26]1[CH:32]=[CH:31][C:29]([NH2:30])=[CH:28][CH:27]=1.C(N(CC)C(C)C)(C)C.Cl.C(N=C=NCCCN(C)C)C. The catalyst is O1CCCC1.CN(C)C1C=CN=CC=1.C(OCC)(=O)C. The product is [Si:15]([O:14][CH:12]1[CH2:11][CH:10]([C:22](=[O:24])[NH:30][C:29]2[CH:31]=[CH:32][C:26]([Cl:25])=[CH:27][CH:28]=2)[CH2:9][N:8]([C:6]([O:5][C:1]([CH3:2])([CH3:4])[CH3:3])=[O:7])[CH2:13]1)([C:18]([CH3:19])([CH3:20])[CH3:21])([CH3:17])[CH3:16]. The yield is 0.630. (2) The reactants are [CH3:1][C:2]1[C:14]2[C:13]3[C:8](=[CH:9][CH:10]=[CH:11][CH:12]=3)[C:7](=[O:15])[C:6]=2[CH:5]=[C:4]([C:16]([OH:18])=[O:17])[CH:3]=1.[C:19](=O)([O-])[O-].[K+].[K+].CN(C)C=O.CI. The catalyst is O. The product is [CH3:1][C:2]1[C:14]2[C:13]3[C:8](=[CH:9][CH:10]=[CH:11][CH:12]=3)[C:7](=[O:15])[C:6]=2[CH:5]=[C:4]([C:16]([O:18][CH3:19])=[O:17])[CH:3]=1. The yield is 0.960. (3) The reactants are Cl[C:2]1[N:6]([CH3:7])[N:5]=[CH:4][C:3]=1[N+:8]([O-:10])=[O:9].Cl.[F:12][CH:13]1[CH2:18][CH2:17][NH:16][CH2:15][CH2:14]1. No catalyst specified. The product is [F:12][CH:13]1[CH2:18][CH2:17][N:16]([C:2]2[N:6]([CH3:7])[N:5]=[CH:4][C:3]=2[N+:8]([O-:10])=[O:9])[CH2:15][CH2:14]1. The yield is 0.990. (4) The reactants are [CH3:1][C:2]1[CH:12]=[CH:11][C:5]2[NH:6][C:7](=[O:10])[CH2:8][O:9][C:4]=2[C:3]=1[CH2:13][CH:14]=O.[CH3:16][C:17]1[CH:26]=[CH:25][C:24]2[C:19](=[CH:20][CH:21]=[CH:22][C:23]=2[CH:27]2[CH2:32][CH2:31][NH:30][CH2:29][CH2:28]2)[N:18]=1. No catalyst specified. The product is [CH3:1][C:2]1[CH:12]=[CH:11][C:5]2[NH:6][C:7](=[O:10])[CH2:8][O:9][C:4]=2[C:3]=1[CH2:13][CH2:14][N:30]1[CH2:31][CH2:32][CH:27]([C:23]2[CH:22]=[CH:21][CH:20]=[C:19]3[C:24]=2[CH:25]=[CH:26][C:17]([CH3:16])=[N:18]3)[CH2:28][CH2:29]1. The yield is 0.920. (5) The reactants are [S:1]1[CH:5]=[CH:4][CH:3]=[CH:2]1.[Li]CCCC.[CH2:11]1[O:14][C@H:12]1[CH3:13].B(F)(F)F.CCOCC.CCN(C(C)C)C(C)C.[CH3:33][S:34](Cl)(=[O:36])=[O:35]. The catalyst is C1COCC1.C(Cl)Cl. The product is [CH3:33][S:34]([O:14][C@@H:12]([CH3:13])[CH2:11][C:2]1[S:1][CH:5]=[CH:4][CH:3]=1)(=[O:36])=[O:35]. The yield is 0.680.